From a dataset of Catalyst prediction with 721,799 reactions and 888 catalyst types from USPTO. Predict which catalyst facilitates the given reaction. Reactant: C1(P(C2CCCCC2)C2CCCCC2)CCCCC1.Br[C:21]1[CH:29]=[CH:28][C:27]([N+:30]([O-:32])=[O:31])=[C:26]2[C:22]=1[CH2:23][N:24]([CH3:34])[C:25]2=[O:33].[B:35]1([B:35]2[O:39][C:38]([CH3:41])([CH3:40])[C:37]([CH3:43])([CH3:42])[O:36]2)[O:39][C:38]([CH3:41])([CH3:40])[C:37]([CH3:43])([CH3:42])[O:36]1.CC([O-])=O.[K+]. Product: [CH3:34][N:24]1[CH2:23][C:22]2[C:26](=[C:27]([N+:30]([O-:32])=[O:31])[CH:28]=[CH:29][C:21]=2[B:35]2[O:39][C:38]([CH3:41])([CH3:40])[C:37]([CH3:43])([CH3:42])[O:36]2)[C:25]1=[O:33]. The catalyst class is: 110.